From a dataset of Reaction yield outcomes from USPTO patents with 853,638 reactions. Predict the reaction yield, written as a fraction of the theoretical maximum amount of product (1.0 means a 100% yield; for example, 0.34 means a 34% yield). (1) The reactants are [F:1][C:2]1[N:10]=[C:9]2[C:5]([N:6]=[C:7]([CH2:11][C:12]3[C:20]([I:21])=[CH:19][C:15]4[O:16][CH2:17][O:18][C:14]=4[CH:13]=3)[NH:8]2)=[C:4]([NH2:22])[N:3]=1.C1C=CC(COC(/N=N/C(OCC2C=CC=CC=2)=O)=O)=CC=1.C1(P(C2C=CC=CC=2)C2C=CC=CC=2)C=CC=CC=1.O[CH2:65][CH2:66][CH2:67][CH2:68][C:69](=[O:71])[CH3:70]. The catalyst is C(Cl)Cl.C1(C)C=CC=CC=1. The product is [NH2:22][C:4]1[N:3]=[C:2]([F:1])[N:10]=[C:9]2[C:5]=1[N:6]=[C:7]([CH2:11][C:12]1[C:20]([I:21])=[CH:19][C:15]3[O:16][CH2:17][O:18][C:14]=3[CH:13]=1)[N:8]2[CH2:65][CH2:66][CH2:67][CH2:68][C:69](=[O:71])[CH3:70]. The yield is 0.0690. (2) The reactants are [F:1][C:2]1[CH:7]=[CH:6][C:5]([C:8]2[C:13]([C:14]([F:17])([F:16])[F:15])=[N:12][NH:11][C:10](=O)[CH:9]=2)=[CH:4][CH:3]=1.P(Cl)(Cl)([Cl:21])=O.C(=O)([O-])O.[Na+].ClCCl. The catalyst is C(#N)C. The product is [Cl:21][C:10]1[N:11]=[N:12][C:13]([C:14]([F:17])([F:16])[F:15])=[C:8]([C:5]2[CH:6]=[CH:7][C:2]([F:1])=[CH:3][CH:4]=2)[CH:9]=1. The yield is 0.790. (3) The reactants are Br[C:2]1[CH:21]=[CH:20][C:19]2[C:16]3=[C:17]4[C:18]5[C:9]([C:10](=[O:46])[N:11]([C:34]6[C:39]([CH:40]([CH3:42])[CH3:41])=[CH:38][CH:37]=[CH:36][C:35]=6[CH:43]([CH3:45])[CH3:44])[C:12](=[O:33])[C:13]=5[CH:14]=[C:15]3[O:22][C:23]3[CH:28]=[CH:27][C:26]([C:29]([CH3:32])([CH3:31])[CH3:30])=[CH:25][CH:24]=3)=[CH:8][C:7]([O:47][C:48]3[CH:53]=[CH:52][C:51]([C:54]([CH3:57])([CH3:56])[CH3:55])=[CH:50][CH:49]=3)=[C:6]4[C:5]3=[CH:58][CH:59]=[CH:60][C:3]=1[C:4]=23.NC1C=CC=CC=1S.C(=O)([O-])[O-].[K+].[K+].Cl. The catalyst is CN1CCCC1=O. The product is [C:29]([C:26]1[CH:27]=[CH:28][C:23]([O:22][C:15]2[C:16]3[C:19]4[CH:20]=[CH:21][CH:2]=[C:3]5[CH:60]=[CH:59][CH:58]=[C:5]([C:4]=45)[C:6]4[C:17]=3[C:18]3[C:9](=[CH:8][C:7]=4[O:47][C:48]4[CH:53]=[CH:52][C:51]([C:54]([CH3:56])([CH3:55])[CH3:57])=[CH:50][CH:49]=4)[C:10](=[O:46])[N:11]([C:34]4[C:39]([CH:40]([CH3:42])[CH3:41])=[CH:38][CH:37]=[CH:36][C:35]=4[CH:43]([CH3:45])[CH3:44])[C:12](=[O:33])[C:13]=3[CH:14]=2)=[CH:24][CH:25]=1)([CH3:30])([CH3:31])[CH3:32]. The yield is 0.600. (4) The reactants are [NH:1]1[CH:5]=[CH:4][CH:3]=[C:2]1[C:6]([OH:8])=O.Cl.[CH3:10][C:11]1[C:15]([CH2:16][N:17]2[CH:21]=[C:20]([NH2:22])[CH:19]=[N:18]2)=[C:14]([CH3:23])[O:13][N:12]=1. No catalyst specified. The product is [CH3:10][C:11]1[C:15]([CH2:16][N:17]2[CH:21]=[C:20]([NH:22][C:6]([C:2]3[NH:1][CH:5]=[CH:4][CH:3]=3)=[O:8])[CH:19]=[N:18]2)=[C:14]([CH3:23])[O:13][N:12]=1. The yield is 0.180.